Dataset: NCI-60 drug combinations with 297,098 pairs across 59 cell lines. Task: Regression. Given two drug SMILES strings and cell line genomic features, predict the synergy score measuring deviation from expected non-interaction effect. (1) Drug 1: CCC1(CC2CC(C3=C(CCN(C2)C1)C4=CC=CC=C4N3)(C5=C(C=C6C(=C5)C78CCN9C7C(C=CC9)(C(C(C8N6C=O)(C(=O)OC)O)OC(=O)C)CC)OC)C(=O)OC)O.OS(=O)(=O)O. Drug 2: C1=CC=C(C(=C1)C(C2=CC=C(C=C2)Cl)C(Cl)Cl)Cl. Cell line: MOLT-4. Synergy scores: CSS=64.4, Synergy_ZIP=11.6, Synergy_Bliss=9.52, Synergy_Loewe=-52.9, Synergy_HSA=4.73. (2) Drug 1: C(=O)(N)NO. Drug 2: COC1=NC(=NC2=C1N=CN2C3C(C(C(O3)CO)O)O)N. Cell line: UACC62. Synergy scores: CSS=-1.96, Synergy_ZIP=0.959, Synergy_Bliss=0.531, Synergy_Loewe=-0.304, Synergy_HSA=-1.23. (3) Drug 1: CN(C)N=NC1=C(NC=N1)C(=O)N. Drug 2: C1=CC(=CC=C1CCCC(=O)O)N(CCCl)CCCl. Cell line: RXF 393. Synergy scores: CSS=20.8, Synergy_ZIP=6.35, Synergy_Bliss=10.7, Synergy_Loewe=2.89, Synergy_HSA=11.0. (4) Synergy scores: CSS=0.978, Synergy_ZIP=0.101, Synergy_Bliss=-1.19, Synergy_Loewe=-4.51, Synergy_HSA=-2.93. Cell line: SNB-75. Drug 1: CC(C1=C(C=CC(=C1Cl)F)Cl)OC2=C(N=CC(=C2)C3=CN(N=C3)C4CCNCC4)N. Drug 2: CC(C)NC(=O)C1=CC=C(C=C1)CNNC.Cl. (5) Drug 1: C(=O)(N)NO. Drug 2: CNC(=O)C1=NC=CC(=C1)OC2=CC=C(C=C2)NC(=O)NC3=CC(=C(C=C3)Cl)C(F)(F)F. Cell line: SK-MEL-28. Synergy scores: CSS=-0.182, Synergy_ZIP=0.760, Synergy_Bliss=2.64, Synergy_Loewe=0.649, Synergy_HSA=-0.372. (6) Drug 1: CC1=C(N=C(N=C1N)C(CC(=O)N)NCC(C(=O)N)N)C(=O)NC(C(C2=CN=CN2)OC3C(C(C(C(O3)CO)O)O)OC4C(C(C(C(O4)CO)O)OC(=O)N)O)C(=O)NC(C)C(C(C)C(=O)NC(C(C)O)C(=O)NCCC5=NC(=CS5)C6=NC(=CS6)C(=O)NCCC[S+](C)C)O. Synergy scores: CSS=66.5, Synergy_ZIP=19.5, Synergy_Bliss=18.0, Synergy_Loewe=-12.7, Synergy_HSA=17.0. Drug 2: C(CN)CNCCSP(=O)(O)O. Cell line: HCT116. (7) Drug 1: C1CC(=O)NC(=O)C1N2CC3=C(C2=O)C=CC=C3N. Drug 2: CC1=C(C=C(C=C1)C(=O)NC2=CC(=CC(=C2)C(F)(F)F)N3C=C(N=C3)C)NC4=NC=CC(=N4)C5=CN=CC=C5. Cell line: HL-60(TB). Synergy scores: CSS=7.81, Synergy_ZIP=3.76, Synergy_Bliss=6.54, Synergy_Loewe=-2.11, Synergy_HSA=-1.77. (8) Drug 1: C1=NC2=C(N1)C(=S)N=C(N2)N. Drug 2: CC1=C(C(=CC=C1)Cl)NC(=O)C2=CN=C(S2)NC3=CC(=NC(=N3)C)N4CCN(CC4)CCO. Cell line: COLO 205. Synergy scores: CSS=22.1, Synergy_ZIP=4.14, Synergy_Bliss=6.59, Synergy_Loewe=-1.68, Synergy_HSA=-0.461. (9) Drug 1: C1CCN(CC1)CCOC2=CC=C(C=C2)C(=O)C3=C(SC4=C3C=CC(=C4)O)C5=CC=C(C=C5)O. Drug 2: CN1CCC(CC1)COC2=C(C=C3C(=C2)N=CN=C3NC4=C(C=C(C=C4)Br)F)OC. Cell line: EKVX. Synergy scores: CSS=22.0, Synergy_ZIP=-3.70, Synergy_Bliss=-0.539, Synergy_Loewe=-8.23, Synergy_HSA=-3.26.